From a dataset of Full USPTO retrosynthesis dataset with 1.9M reactions from patents (1976-2016). Predict the reactants needed to synthesize the given product. (1) Given the product [Cl:13][C:14]1[C:15]([C:21]([F:22])([F:23])[F:24])=[C:16]([O:9][CH:7]2[CH2:8][N:2]([CH3:1])[CH2:3][CH2:4][C:5]3[S:12][CH:11]=[CH:10][C:6]2=3)[CH:17]=[CH:18][CH:19]=1, predict the reactants needed to synthesize it. The reactants are: [CH3:1][N:2]1[CH2:8][CH:7]([OH:9])[C:6]2[CH:10]=[CH:11][S:12][C:5]=2[CH2:4][CH2:3]1.[Cl:13][C:14]1[CH:19]=[CH:18][CH:17]=[C:16](F)[C:15]=1[C:21]([F:24])([F:23])[F:22]. (2) Given the product [C:1]([NH:9]/[C:10](=[CH:15]\[C:16]1[O:22][C:19]([C:18]2[CH:17]=[CH:4][CH:3]=[CH:2][C:7]=2[CH3:6])=[CH:20][CH:21]=1)/[C:11]([OH:13])=[O:12])(=[O:8])[C:2]1[CH:3]=[CH:4][CH:5]=[CH:6][CH:7]=1, predict the reactants needed to synthesize it. The reactants are: [C:1]([NH:9]/[C:10](=[CH:15]\[C:16]1[CH:21]=[CH:20][C:19]([O:22]C2C=CC=CC=2C)=[CH:18][CH:17]=1)/[C:11]([O:13]C)=[O:12])(=[O:8])[C:2]1[CH:7]=[CH:6][CH:5]=[CH:4][CH:3]=1.[Li+].[OH-]. (3) Given the product [CH:15]1([C:14]2[O:13][N:12]=[C:11]([C:18]3[C:19]([Cl:25])=[CH:20][CH:21]=[CH:22][C:23]=3[Cl:24])[C:10]=2[CH2:9][O:8][CH:4]2[CH2:5][CH2:6][CH2:7][N:1]([C:27]3[CH:39]=[CH:38][C:30]4[C:31]([C:34]([O:36][CH3:37])=[O:35])=[N:32][S:33][C:29]=4[CH:28]=3)[CH2:2][CH2:3]2)[CH2:16][CH2:17]1, predict the reactants needed to synthesize it. The reactants are: [NH:1]1[CH2:7][CH2:6][CH2:5][CH:4]([O:8][CH2:9][C:10]2[C:11]([C:18]3[C:23]([Cl:24])=[CH:22][CH:21]=[CH:20][C:19]=3[Cl:25])=[N:12][O:13][C:14]=2[CH:15]2[CH2:17][CH2:16]2)[CH2:3][CH2:2]1.Br[C:27]1[CH:39]=[CH:38][C:30]2[C:31]([C:34]([O:36][CH3:37])=[O:35])=[N:32][S:33][C:29]=2[CH:28]=1.C(=O)([O-])[O-].[Cs+].[Cs+].CC(C1C=C(C(C)C)C(C2C=CC=CC=2P(C2CCCCC2)C2CCCCC2)=C(C(C)C)C=1)C.